Dataset: NCI-60 drug combinations with 297,098 pairs across 59 cell lines. Task: Regression. Given two drug SMILES strings and cell line genomic features, predict the synergy score measuring deviation from expected non-interaction effect. Drug 1: C1CCC(CC1)NC(=O)N(CCCl)N=O. Drug 2: CC1=CC2C(CCC3(C2CCC3(C(=O)C)OC(=O)C)C)C4(C1=CC(=O)CC4)C. Cell line: MALME-3M. Synergy scores: CSS=4.73, Synergy_ZIP=2.81, Synergy_Bliss=5.72, Synergy_Loewe=-4.82, Synergy_HSA=1.43.